This data is from Forward reaction prediction with 1.9M reactions from USPTO patents (1976-2016). The task is: Predict the product of the given reaction. (1) Given the reactants [O:1]=[S:2]1(=[O:30])[C:8]2[CH:9]=[CH:10][CH:11]=[CH:12][C:7]=2[CH2:6][N:5]([C:13]2[CH:22]=[C:21]([N:23]3[CH2:27][CH2:26][CH:25]([NH2:28])[CH2:24]3)[C:20]3[C:15](=[CH:16][CH:17]=[C:18]([CH3:29])[CH:19]=3)[N:14]=2)[CH2:4][CH2:3]1.[O:31]1[CH2:34][C:33](=O)[CH2:32]1, predict the reaction product. The product is: [O:30]=[S:2]1(=[O:1])[C:8]2[CH:9]=[CH:10][CH:11]=[CH:12][C:7]=2[CH2:6][N:5]([C:13]2[CH:22]=[C:21]([N:23]3[CH2:27][CH2:26][CH:25]([NH:28][CH:33]4[CH2:34][O:31][CH2:32]4)[CH2:24]3)[C:20]3[C:15](=[CH:16][CH:17]=[C:18]([CH3:29])[CH:19]=3)[N:14]=2)[CH2:4][CH2:3]1. (2) The product is: [CH:31]1([CH2:30][O:29][C:21]2[CH:22]=[CH:23][C:24]([CH:26]([F:28])[F:27])=[CH:25][C:20]=2[C:19]2[C:14]3[NH:13][C:12]([CH3:34])=[C:11]([C:9]([NH:8][C@H:5]4[CH2:6][CH2:7][C@H:3]([NH:2][C:35](=[O:38])[CH2:36][CH3:37])[CH2:4]4)=[O:10])[C:15]=3[N:16]=[CH:17][N:18]=2)[CH2:33][CH2:32]1. Given the reactants Cl.[NH2:2][C@H:3]1[CH2:7][CH2:6][C@H:5]([NH:8][C:9]([C:11]2[C:15]3[N:16]=[CH:17][N:18]=[C:19]([C:20]4[CH:25]=[C:24]([CH:26]([F:28])[F:27])[CH:23]=[CH:22][C:21]=4[O:29][CH2:30][CH:31]4[CH2:33][CH2:32]4)[C:14]=3[NH:13][C:12]=2[CH3:34])=[O:10])[CH2:4]1.[C:35](Cl)(=[O:38])[CH2:36][CH3:37], predict the reaction product. (3) Given the reactants [OH:1][C@H:2]1[CH2:19][CH2:18][C@@:17]2([CH3:20])[C@@H:4]([CH2:5][CH2:6][C@:7]3([CH3:31])[C@@H:16]2[CH2:15][CH2:14][C@H:13]2[C@@:8]3([CH3:30])[CH2:9][CH2:10][C@@:11]3([C:27]([OH:29])=O)[CH2:23][CH2:22][C@@H:21]([C:24]([CH3:26])=[CH2:25])[C@@H:12]32)[C:3]1([CH3:33])[CH3:32].CN(C=O)C.CCN(C(C)C)C(C)C.[NH:48]1[CH2:53][CH2:52][CH2:51][CH2:50][CH2:49]1, predict the reaction product. The product is: [OH:1][C@H:2]1[CH2:19][CH2:18][C@@:17]2([CH3:20])[C@@H:4]([CH2:5][CH2:6][C@:7]3([CH3:31])[C@@H:16]2[CH2:15][CH2:14][C@H:13]2[C@@:8]3([CH3:30])[CH2:9][CH2:10][C@@:11]3([C:27]([N:48]4[CH2:53][CH2:52][CH2:51][CH2:50][CH2:49]4)=[O:29])[CH2:23][CH2:22][C@@H:21]([C:24]([CH3:26])=[CH2:25])[C@@H:12]32)[C:3]1([CH3:32])[CH3:33]. (4) The product is: [CH2:11]([C:6]1([OH:9])[CH2:7][CH2:8][CH:3]([CH2:2][OH:1])[CH2:4][CH2:5]1)[CH3:12]. Given the reactants [OH:1][CH2:2][CH:3]1[CH2:8][CH2:7][C:6](=[O:9])[CH2:5][CH2:4]1.O1CC[CH2:12][CH2:11]1, predict the reaction product. (5) Given the reactants [C:1]([NH2:9])(=O)[C:2]1C=[CH:6][CH:5]=[CH:4][CH:3]=1.ClN1[C:16](=[O:17])N(Cl)C(=O)N(Cl)C1=O.O.[OH-].[K+].[Cl:25]CCl, predict the reaction product. The product is: [Cl:25][CH2:6][C:5]1[C:4]([O:17][CH3:16])=[CH:3][CH:2]=[CH:1][N:9]=1. (6) Given the reactants [C:1]([C:5]1[CH:18]=[CH:17][C:8]2[NH:9][C:10]([CH2:12][CH2:13][CH2:14][CH2:15][OH:16])=[N:11][C:7]=2[CH:6]=1)([CH3:4])([CH3:3])[CH3:2], predict the reaction product. The product is: [C:1]([C:5]1[CH:18]=[CH:17][C:8]2[N:9]3[CH:15]([OH:16])[CH2:14][CH2:13][CH2:12][C:10]3=[N:11][C:7]=2[CH:6]=1)([CH3:4])([CH3:2])[CH3:3]. (7) Given the reactants Br[C:2]1[CH:10]=[C:9]([F:11])[CH:8]=[CH:7][C:3]=1[C:4]([OH:6])=[O:5].BrC1C=CC=CC=1C(O)=O.[SH:22][C:23]1[CH:31]=[CH:30][CH:29]=[CH:28][C:24]=1[C:25]([OH:27])=[O:26], predict the reaction product. The product is: [C:25]([C:24]1[CH:28]=[CH:29][CH:30]=[CH:31][C:23]=1[S:22][C:2]1[CH:10]=[C:9]([F:11])[CH:8]=[CH:7][C:3]=1[C:4]([OH:6])=[O:5])([OH:27])=[O:26].